From a dataset of Full USPTO retrosynthesis dataset with 1.9M reactions from patents (1976-2016). Predict the reactants needed to synthesize the given product. Given the product [F:41][C:38]1([F:40])[CH2:39][N:36]([C:34](=[O:35])[C@H:33]([NH:32][C:21]([C:20]2[C:14]3[C:15](=[N:16][CH:17]=[C:12]([C:6]4[C:5]5[C:9](=[CH:10][C:2]([Cl:1])=[CH:3][CH:4]=5)[N:8]([CH3:11])[N:7]=4)[N:13]=3)[N:18]([CH2:24][O:25][CH2:26][CH2:27][Si:28]([CH3:30])([CH3:31])[CH3:29])[CH:19]=2)=[O:23])[CH3:42])[CH2:37]1, predict the reactants needed to synthesize it. The reactants are: [Cl:1][C:2]1[CH:10]=[C:9]2[C:5]([C:6]([C:12]3[N:13]=[C:14]4[C:20]([C:21]([OH:23])=O)=[CH:19][N:18]([CH2:24][O:25][CH2:26][CH2:27][Si:28]([CH3:31])([CH3:30])[CH3:29])[C:15]4=[N:16][CH:17]=3)=[N:7][N:8]2[CH3:11])=[CH:4][CH:3]=1.[NH2:32][C@H:33]([CH3:42])[C:34]([N:36]1[CH2:39][C:38]([F:41])([F:40])[CH2:37]1)=[O:35].C1C=CC2N(O)N=NC=2C=1.C(Cl)CCl.C(N(CC)C(C)C)(C)C.